This data is from Catalyst prediction with 721,799 reactions and 888 catalyst types from USPTO. The task is: Predict which catalyst facilitates the given reaction. (1) Reactant: [CH:1]1[C:10]2[C:5](=[C:6]([NH2:11])[CH:7]=[CH:8][CH:9]=2)[CH:4]=[CH:3][N:2]=1.[NH:12]1[CH2:17][CH2:16][C:15](=O)[CH2:14][C:13]1=[O:19]. Product: [CH:1]1[C:10]2[C:5](=[C:6]([NH:11][C:15]3[CH2:16][CH2:17][NH:12][C:13](=[O:19])[CH:14]=3)[CH:7]=[CH:8][CH:9]=2)[CH:4]=[CH:3][N:2]=1. The catalyst class is: 8. (2) Reactant: [CH3:1][O:2][C:3]1[CH:4]=[C:5]2[C:10](=[CH:11][C:12]=1[O:13][CH3:14])[N:9]=[CH:8][N:7]=[C:6]2[O:15][C:16]1[CH:22]=[CH:21][C:19]([NH2:20])=[C:18]([O:23][CH3:24])[CH:17]=1.Cl[C:26](Cl)([O:28][C:29](=[O:35])OC(Cl)(Cl)Cl)Cl.[N:37]1[CH:42]=[CH:41][CH:40]=[CH:39][C:38]=1[CH2:43]CO.C(=O)(O)[O-].[Na+]. Product: [CH3:1][O:2][C:3]1[CH:4]=[C:5]2[C:10](=[CH:11][C:12]=1[O:13][CH3:14])[N:9]=[CH:8][N:7]=[C:6]2[O:15][C:16]1[CH:22]=[CH:21][C:19]([NH:20][C:29](=[O:35])[O:28][CH2:26][CH2:43][C:38]2[CH:39]=[CH:40][CH:41]=[CH:42][N:37]=2)=[C:18]([O:23][CH3:24])[CH:17]=1. The catalyst class is: 208.